Predict the reactants needed to synthesize the given product. From a dataset of Full USPTO retrosynthesis dataset with 1.9M reactions from patents (1976-2016). (1) Given the product [N+:12]([C:3]1[CH:4]=[C:5]([S:8]([NH2:11])(=[O:10])=[O:9])[CH:6]=[CH:7][C:2]=1[NH:24][C:23]1[CH:25]=[CH:26][CH:27]=[CH:28][C:22]=1[O:15][C:16]1[CH:17]=[CH:18][CH:19]=[CH:20][CH:21]=1)([O-:14])=[O:13], predict the reactants needed to synthesize it. The reactants are: Cl[C:2]1[CH:7]=[CH:6][C:5]([S:8]([NH2:11])(=[O:10])=[O:9])=[CH:4][C:3]=1[N+:12]([O-:14])=[O:13].[O:15]([C:22]1[CH:28]=[CH:27][CH:26]=[CH:25][C:23]=1[NH2:24])[C:16]1[CH:21]=[CH:20][CH:19]=[CH:18][CH:17]=1.C[Si](C)(C)[N-][Si](C)(C)C.[Li+]. (2) Given the product [CH3:19][N:8]([CH3:7])[CH2:9][CH2:10][CH2:11][C:12]1[CH:16]=[C:15]([CH3:17])[NH:14][CH:13]=1, predict the reactants needed to synthesize it. The reactants are: [H-].[Al+3].[Li+].[H-].[H-].[H-].[CH3:7][N:8]([CH3:19])[C:9](=O)[CH2:10][CH2:11][C:12]1[CH:16]=[C:15]([CH3:17])[NH:14][CH:13]=1. (3) The reactants are: N[C:2]1[CH:12]=[CH:11][C:5]([C:6]([O:8][CH2:9][CH3:10])=[O:7])=[C:4]([NH:13][C@H:14]2[CH2:19][CH2:18][CH2:17][CH2:16][C@@H:15]2[N:20]2[CH2:24][CH2:23][CH2:22][CH2:21]2)[CH:3]=1.N([O-])=O.[Na+].[F:29]B(F)F.F. Given the product [F:29][C:2]1[CH:12]=[CH:11][C:5]([C:6]([O:8][CH2:9][CH3:10])=[O:7])=[C:4]([NH:13][C@H:14]2[CH2:19][CH2:18][CH2:17][CH2:16][C@@H:15]2[N:20]2[CH2:24][CH2:23][CH2:22][CH2:21]2)[CH:3]=1, predict the reactants needed to synthesize it. (4) Given the product [CH3:13][O:14][C:15]1[CH:16]=[C:17]([C:21]23[C:26](=[O:27])[CH2:25][CH2:24][CH2:23][C:22]2=[C:32]([CH3:33])[C:31](=[O:34])[CH2:30][CH2:29]3)[CH:18]=[CH:19][CH:20]=1, predict the reactants needed to synthesize it. The reactants are: N[C@H](C(O)=O)CC1C=CC=CC=1.[CH3:13][O:14][C:15]1[CH:16]=[C:17]([C:21]2([CH2:29][CH2:30][C:31](=[O:34])[CH2:32][CH3:33])[C:26](=[O:27])[CH2:25][CH2:24][CH2:23][C:22]2=O)[CH:18]=[CH:19][CH:20]=1.[C@@]12(CS(O)(=O)=O)C(C)(C)C(CC1)CC2=O. (5) The reactants are: [Cl:1][C:2]1[CH:10]=[C:9]([Cl:11])[C:8]([Cl:12])=[CH:7][C:3]=1[C:4]([OH:6])=[O:5].S(=O)(=O)(O)O.[CH3:18][C:19](=[CH2:21])[CH3:20].C([O-])(O)=O.[Na+]. Given the product [Cl:1][C:2]1[CH:10]=[C:9]([Cl:11])[C:8]([Cl:12])=[CH:7][C:3]=1[C:4]([O:6][C:19]([CH3:21])([CH3:20])[CH3:18])=[O:5], predict the reactants needed to synthesize it. (6) Given the product [CH2:1]([O:5][CH2:6][CH2:7][O:8][C:9]1[CH:10]=[CH:11][C:12]([C:15]2[CH:16]=[C:17](/[CH:26]=[C:27](\[CH3:33])/[C:28]([OH:30])=[O:29])[C:18]([N:21]3[CH2:25][CH2:24][CH2:23][CH2:22]3)=[N:19][CH:20]=2)=[CH:13][CH:14]=1)[CH2:2][CH2:3][CH3:4], predict the reactants needed to synthesize it. The reactants are: [CH2:1]([O:5][CH2:6][CH2:7][O:8][C:9]1[CH:14]=[CH:13][C:12]([C:15]2[CH:16]=[C:17](/[CH:26]=[C:27](\[CH3:33])/[C:28]([O:30]CC)=[O:29])[C:18]([N:21]3[CH2:25][CH2:24][CH2:23][CH2:22]3)=[N:19][CH:20]=2)=[CH:11][CH:10]=1)[CH2:2][CH2:3][CH3:4].[OH-].[Na+].O.Cl. (7) Given the product [CH3:1][O:2][C:3](=[O:19])[C:4]1[CH:9]=[C:8]([NH:10][C:11](=[O:13])[CH3:12])[CH:7]=[C:6]([NH:14][C:15](=[O:17])[CH3:16])[C:5]=1[C:22]#[C:21][CH2:20][OH:23], predict the reactants needed to synthesize it. The reactants are: [CH3:1][O:2][C:3](=[O:19])[C:4]1[CH:9]=[C:8]([NH:10][C:11](=[O:13])[CH3:12])[CH:7]=[C:6]([NH:14][C:15](=[O:17])[CH3:16])[C:5]=1Br.[CH2:20]([OH:23])[C:21]#[CH:22].